Dataset: Merck oncology drug combination screen with 23,052 pairs across 39 cell lines. Task: Regression. Given two drug SMILES strings and cell line genomic features, predict the synergy score measuring deviation from expected non-interaction effect. Drug 1: O=c1[nH]cc(F)c(=O)[nH]1. Drug 2: Cn1nnc2c(C(N)=O)ncn2c1=O. Cell line: A2058. Synergy scores: synergy=2.77.